Dataset: Retrosynthesis with 50K atom-mapped reactions and 10 reaction types from USPTO. Task: Predict the reactants needed to synthesize the given product. (1) Given the product N#Cc1ccc(OCCN2CCOCC2)c([N+](=O)[O-])c1, predict the reactants needed to synthesize it. The reactants are: N#Cc1ccc(F)c([N+](=O)[O-])c1.OCCN1CCOCC1. (2) Given the product CCC(CC)c1ccc(Cl)c2nc3n(c12)CCCCN3c1ncc(N)cc1C, predict the reactants needed to synthesize it. The reactants are: CCC(CC)c1ccc(Cl)c2nc3n(c12)CCCCN3c1ncc([N+](=O)[O-])cc1C. (3) Given the product NCCNCc1ccc(Cl)cc1, predict the reactants needed to synthesize it. The reactants are: ClCc1ccc(Cl)cc1.NCCN. (4) The reactants are: CCNC(=O)OCC(NC(=O)OC(C)(C)C)c1ccccc1C(F)(F)F. Given the product CCNC(=O)OCC(N)c1ccccc1C(F)(F)F, predict the reactants needed to synthesize it. (5) Given the product CCNc1cccnc1N1CCN(C(=O)c2cc(C)c(OC)c(C)c2)CC1, predict the reactants needed to synthesize it. The reactants are: CCNc1cccnc1N1CCNCC1.COc1c(C)cc(C(=O)O)cc1C. (6) Given the product CO[C@@H]1CNCC[C@H]1NC(=O)c1cccc(C(F)(F)F)c1, predict the reactants needed to synthesize it. The reactants are: CO[C@@H]1CN(Cc2ccccc2)CC[C@H]1NC(=O)c1cccc(C(F)(F)F)c1.